Dataset: Reaction yield outcomes from USPTO patents with 853,638 reactions. Task: Predict the reaction yield, written as a fraction of the theoretical maximum amount of product (1.0 means a 100% yield; for example, 0.34 means a 34% yield). (1) The reactants are [NH2:1][C:2]1[CH:7]=[CH:6][C:5]([C:8]2[C:12]([C:13]3[CH:18]=[CH:17][N:16]=[C:15]4[N:19](S(C5C=CC=CC=5)(=O)=O)[C:20]([C:22]5[CH:23]=[N:24][C:25]([N:28]6[CH2:33][CH2:32][N:31]([C:34]([O:36][C:37]([CH3:40])([CH3:39])[CH3:38])=[O:35])[CH2:30][CH2:29]6)=[N:26][CH:27]=5)=[CH:21][C:14]=34)=[CH:11][N:10]([CH3:50])[N:9]=2)=[CH:4][CH:3]=1.[OH-].[Na+]. The catalyst is CO. The product is [NH2:1][C:2]1[CH:3]=[CH:4][C:5]([C:8]2[C:12]([C:13]3[CH:18]=[CH:17][N:16]=[C:15]4[NH:19][C:20]([C:22]5[CH:27]=[N:26][C:25]([N:28]6[CH2:29][CH2:30][N:31]([C:34]([O:36][C:37]([CH3:39])([CH3:38])[CH3:40])=[O:35])[CH2:32][CH2:33]6)=[N:24][CH:23]=5)=[CH:21][C:14]=34)=[CH:11][N:10]([CH3:50])[N:9]=2)=[CH:6][CH:7]=1. The yield is 0.990. (2) The reactants are [F:1][C:2]1[CH:3]=[C:4]([CH:8]=[CH:9][C:10]=1[N+:11]([O-:13])=[O:12])[C:5](O)=[O:6].CCN=C=NCCCN(C)C.CN1CCOCC1.Cl.[CH3:33][O:34][NH:35][CH3:36]. The catalyst is Cl.C(Cl)Cl. The product is [F:1][C:2]1[CH:3]=[C:4]([CH:8]=[CH:9][C:10]=1[N+:11]([O-:13])=[O:12])[C:5]([N:35]([O:34][CH3:33])[CH3:36])=[O:6]. The yield is 0.830. (3) The reactants are Br.[Br:2][C:3]1[CH:4]=[C:5]([CH2:10]Br)[C:6]([NH2:9])=[N:7][CH:8]=1.Cl.[CH2:13]([O:15][C:16](=[O:19])[CH2:17][NH2:18])[CH3:14].C(N(CC)CC)C. The catalyst is CN(C=O)C.O. The product is [CH2:13]([O:15][C:16](=[O:19])[CH2:17][NH:18][CH2:10][C:5]1[C:6]([NH2:9])=[N:7][CH:8]=[C:3]([Br:2])[CH:4]=1)[CH3:14]. The yield is 0.570. (4) The reactants are [CH3:1][C:2]1[NH:3][C:4]2[C:9]([CH:10]=1)=[C:8]([N:11]1[CH2:16][CH2:15][N:14]([CH2:17][C:18]([C:20]3[CH:21]=[CH:22][C:23]4[O:28][CH2:27][C:26](=[O:29])[NH:25][C:24]=4[CH:30]=3)=[O:19])[CH2:13][CH2:12]1)[CH:7]=[CH:6][CH:5]=2.[BH4-].[Na+]. The catalyst is CO. The product is [OH:19][CH:18]([C:20]1[CH:21]=[CH:22][C:23]2[O:28][CH2:27][C:26](=[O:29])[NH:25][C:24]=2[CH:30]=1)[CH2:17][N:14]1[CH2:15][CH2:16][N:11]([C:8]2[CH:7]=[CH:6][CH:5]=[C:4]3[C:9]=2[CH:10]=[C:2]([CH3:1])[NH:3]3)[CH2:12][CH2:13]1. The yield is 0.300. (5) The reactants are [N:1]1([CH2:6][CH2:7][CH2:8][S:9]([C:12]2[CH:17]=[CH:16][C:15]([NH:18][C:19]3[N:24]=[CH:23][C:22]([NH2:25])=[CH:21][N:20]=3)=[CH:14][CH:13]=2)(=[O:11])=[O:10])[CH2:5][CH2:4][CH2:3][CH2:2]1.[Cl:26][C:27]1[CH:35]=[CH:34][C:33]([O:36][CH3:37])=[CH:32][C:28]=1[C:29](O)=[O:30].C(Cl)CCl. The catalyst is C(#N)C. The product is [Cl:26][C:27]1[CH:35]=[CH:34][C:33]([O:36][CH3:37])=[CH:32][C:28]=1[C:29]([NH:25][C:22]1[CH:23]=[N:24][C:19]([NH:18][C:15]2[CH:14]=[CH:13][C:12]([S:9]([CH2:8][CH2:7][CH2:6][N:1]3[CH2:2][CH2:3][CH2:4][CH2:5]3)(=[O:10])=[O:11])=[CH:17][CH:16]=2)=[N:20][CH:21]=1)=[O:30]. The yield is 0.260. (6) The reactants are F[C:2]1[CH:14]=[CH:13][C:5]([C:6]([O:8][CH2:9][CH2:10][O:11][CH3:12])=[O:7])=[C:4]([N+:15]([O-:17])=[O:16])[CH:3]=1.[CH3:18][O:19][CH2:20][CH2:21][OH:22].C(=O)([O-])[O-].[K+].[K+].C(OCC)(=O)C. The catalyst is CN(C=O)C. The product is [CH3:18][O:19][CH2:20][CH2:21][O:22][C:2]1[CH:14]=[CH:13][C:5]([C:6]([O:8][CH2:9][CH2:10][O:11][CH3:12])=[O:7])=[C:4]([N+:15]([O-:17])=[O:16])[CH:3]=1. The yield is 0.780.